From a dataset of Full USPTO retrosynthesis dataset with 1.9M reactions from patents (1976-2016). Predict the reactants needed to synthesize the given product. The reactants are: [Se](=O)=[O:2].CC([C:7]1[CH:12]=[C:11]([Cl:13])[CH:10]=[C:9]([Cl:14])[CH:8]=1)=O.[O:15]1[CH2:20][CH2:19][O:18]CC1. Given the product [Cl:13][C:11]1[CH:12]=[C:7]([C:19](=[O:18])[C:20]([OH:15])=[O:2])[CH:8]=[C:9]([Cl:14])[CH:10]=1, predict the reactants needed to synthesize it.